Dataset: Reaction yield outcomes from USPTO patents with 853,638 reactions. Task: Predict the reaction yield, written as a fraction of the theoretical maximum amount of product (1.0 means a 100% yield; for example, 0.34 means a 34% yield). (1) The reactants are [C:1]([O:10]C)(=O)[C:2]1[C:3](=[CH:5][CH:6]=[CH:7][CH:8]=1)[SH:4].[C:12]([C:14]1[CH:19]=[N:18][CH:17]=[CH:16][N:15]=1)#[N:13].C(N(CC)CC)C. The catalyst is C1(C)C=CC=CC=1. The product is [N:15]1[CH:16]=[CH:17][N:18]=[CH:19][C:14]=1[C:12]1[S:4][C:3]2[CH:5]=[CH:6][CH:7]=[CH:8][C:2]=2[C:1](=[O:10])[N:13]=1. The yield is 0.220. (2) The reactants are [NH2:1][C:2]1[O:6][C:5]([C:7]2[C:8]([CH:32]3[CH2:35][CH2:34][CH2:33]3)=[CH:9][C:10]([CH2:30][CH3:31])=[C:11]([CH:29]=2)[C:12]([N:14]2[CH2:19][CH2:18][C:17]([C:21]3[CH:28]=[CH:27][C:24]([C:25]#[N:26])=[CH:23][CH:22]=3)([F:20])[CH2:16][CH2:15]2)=[O:13])=[N:4][N:3]=1.[OH-].[K+].[CH3:38]O. No catalyst specified. The product is [CH:32]1([C:8]2[C:7]([C:5]3[NH:1][C:2]([O:6][CH3:38])=[N:3][N:4]=3)=[CH:29][C:11]([C:12]([N:14]3[CH2:15][CH2:16][C:17]([C:21]4[CH:22]=[CH:23][C:24]([C:25]#[N:26])=[CH:27][CH:28]=4)([F:20])[CH2:18][CH2:19]3)=[O:13])=[C:10]([CH2:30][CH3:31])[CH:9]=2)[CH2:35][CH2:34][CH2:33]1. The yield is 0.100. (3) The reactants are [C:1]([O:5][C:6]([N:8]1[CH2:13][CH2:12][CH:11]([OH:14])[CH2:10][CH2:9]1)=[O:7])([CH3:4])([CH3:3])[CH3:2].[CH3:15][S:16](Cl)(=[O:18])=[O:17]. The catalyst is CN(C1C=CN=CC=1)C.C(Cl)Cl. The product is [C:1]([O:5][C:6]([N:8]1[CH2:13][CH2:12][CH:11]([O:14][S:16]([CH3:15])(=[O:18])=[O:17])[CH2:10][CH2:9]1)=[O:7])([CH3:4])([CH3:2])[CH3:3]. The yield is 0.900. (4) The reactants are [Cl-].O[NH3+:3].[C:4](=[O:7])([O-])[OH:5].[Na+].CS(C)=O.[CH2:13]([C:17]1[N:18]=[C:19]([CH3:49])[N:20]([C:39]2[CH:48]=[CH:47][C:46]3[C:41](=[CH:42][CH:43]=[CH:44][CH:45]=3)[CH:40]=2)[C:21](=[O:38])[C:22]=1[CH2:23][C:24]1[CH:29]=[CH:28][C:27]([C:30]2[C:31]([C:36]#[N:37])=[CH:32][CH:33]=[CH:34][CH:35]=2)=[CH:26][CH:25]=1)[CH2:14][CH2:15][CH3:16]. The catalyst is O.C(OCC)(=O)C. The product is [CH2:13]([C:17]1[N:18]=[C:19]([CH3:49])[N:20]([C:39]2[CH:48]=[CH:47][C:46]3[C:41](=[CH:42][CH:43]=[CH:44][CH:45]=3)[CH:40]=2)[C:21](=[O:38])[C:22]=1[CH2:23][C:24]1[CH:25]=[CH:26][C:27]([C:30]2[CH:35]=[CH:34][CH:33]=[CH:32][C:31]=2[C:36]2[NH:3][C:4](=[O:7])[O:5][N:37]=2)=[CH:28][CH:29]=1)[CH2:14][CH2:15][CH3:16]. The yield is 0.700.